From a dataset of Full USPTO retrosynthesis dataset with 1.9M reactions from patents (1976-2016). Predict the reactants needed to synthesize the given product. (1) Given the product [NH:1]1[C:5]([CH2:6][CH2:7][NH:8][C:9]([C:11]2[CH:24]=[C:23]([OH:25])[C:14]3[NH:15][C:16]([C:18]4[S:19][CH:20]=[CH:21][CH:22]=4)=[N:17][C:13]=3[CH:12]=2)=[O:10])=[CH:4][N:3]=[CH:2]1, predict the reactants needed to synthesize it. The reactants are: [NH:1]1[C:5]([CH2:6][CH2:7][NH:8][C:9]([C:11]2[CH:24]=[C:23]([O:25]C)[C:14]3[NH:15][C:16]([C:18]4[S:19][CH:20]=[CH:21][CH:22]=4)=[N:17][C:13]=3[CH:12]=2)=[O:10])=[CH:4][N:3]=[CH:2]1.B(Br)(Br)Br. (2) Given the product [CH:2]([C@H:6]1[O:10][C:9]2([CH2:15][CH2:14][CH2:13][CH2:12][CH2:11]2)[O:8][C@H:7]1[CH2:16][O:17][CH2:18][C:19]([O:21][C:22]([CH3:25])([CH3:24])[CH3:23])=[O:20])=[O:1], predict the reactants needed to synthesize it. The reactants are: [OH:1][CH:2]([C@H:6]1[O:10][C:9]2([CH2:15][CH2:14][CH2:13][CH2:12][CH2:11]2)[O:8][C@H:7]1[CH2:16][O:17][CH2:18][C:19]([O:21][C:22]([CH3:25])([CH3:24])[CH3:23])=[O:20])CCO.I([O-])(=O)(=O)=O. (3) Given the product [F:18][CH:2]([F:1])[C:3]1[C:4]2[CH:14]3[CH2:15][CH:13]3[C:12]([F:17])([F:16])[C:5]=2[N:6]([CH2:8][C:9]([NH:29][C@H:28]([C:30]2[C:35]([C:36]3[CH:45]=[CH:44][CH:43]=[C:42]4[C:37]=3[CH:38]=[CH:39][N:40]=[CH:41]4)=[CH:34][N:33]=[CH:32][N:31]=2)[CH2:27][C:22]2[CH:23]=[C:24]([F:26])[CH:25]=[C:20]([F:19])[CH:21]=2)=[O:10])[N:7]=1, predict the reactants needed to synthesize it. The reactants are: [F:1][CH:2]([F:18])[C:3]1[C:4]2[CH:14]3[CH2:15][CH:13]3[C:12]([F:17])([F:16])[C:5]=2[N:6]([CH2:8][C:9](O)=[O:10])[N:7]=1.[F:19][C:20]1[CH:21]=[C:22]([CH2:27][C@@H:28]([C:30]2[C:35]([C:36]3[CH:45]=[CH:44][CH:43]=[C:42]4[C:37]=3[CH:38]=[CH:39][N:40]=[CH:41]4)=[CH:34][N:33]=[CH:32][N:31]=2)[NH2:29])[CH:23]=[C:24]([F:26])[CH:25]=1. (4) The reactants are: [Cl:1][C:2]1[CH:3]=[C:4]([N:9]([CH2:23][C:24]2[CH:29]=[CH:28][C:27]([O:30][CH3:31])=[C:26]([O:32][CH3:33])[CH:25]=2)[C:10]2[C:19]3[C:14](=[CH:15][C:16]([O:21][CH3:22])=[C:17](N)[CH:18]=3)[N:13]=[CH:12][N:11]=2)[CH:5]=[CH:6][C:7]=1[F:8].S(=O)(=O)(O)O.N([O-])=O.[Na+].[S-:43][C:44]#[N:45].[K+]. Given the product [Cl:1][C:2]1[CH:3]=[C:4]([N:9]([CH2:23][C:24]2[CH:29]=[CH:28][C:27]([O:30][CH3:31])=[C:26]([O:32][CH3:33])[CH:25]=2)[C:10]2[C:19]3[C:14](=[CH:15][C:16]([O:21][CH3:22])=[C:17]([S:43][C:44]#[N:45])[CH:18]=3)[N:13]=[CH:12][N:11]=2)[CH:5]=[CH:6][C:7]=1[F:8], predict the reactants needed to synthesize it.